From a dataset of Reaction yield outcomes from USPTO patents with 853,638 reactions. Predict the reaction yield, written as a fraction of the theoretical maximum amount of product (1.0 means a 100% yield; for example, 0.34 means a 34% yield). (1) The reactants are [CH3:1][O:2][C:3]1[CH:29]=[CH:28][C:6]2[N:7]([C:10]3[CH:15]=[CH:14][C:13]([N:16]([CH2:19][CH2:20][O:21]C4CCCCO4)C=O)=[CH:12][CH:11]=3)[CH:8]=[N:9][C:5]=2[CH:4]=1.[ClH:30]. The catalyst is CO. The product is [ClH:30].[CH3:1][O:2][C:3]1[CH:29]=[CH:28][C:6]2[N:7]([C:10]3[CH:11]=[CH:12][C:13]([NH:16][CH2:19][CH2:20][OH:21])=[CH:14][CH:15]=3)[CH:8]=[N:9][C:5]=2[CH:4]=1. The yield is 0.950. (2) The reactants are Cl[C:2]1[N:7]=[N:6][C:5]([N:8]2[C:12](=[O:13])[CH:11]=[C:10]([CH3:14])[NH:9]2)=[CH:4][CH:3]=1.[F:15][C:16]([F:27])([F:26])[O:17][C:18]1[CH:23]=[CH:22][C:21]([CH2:24][OH:25])=[CH:20][CH:19]=1.CC([O-])(C)C.[K+]. The catalyst is C1COCC1.O. The product is [CH3:14][C:10]1[NH:9][N:8]([C:5]2[N:6]=[N:7][C:2]([O:25][CH2:24][C:21]3[CH:22]=[CH:23][C:18]([O:17][C:16]([F:15])([F:26])[F:27])=[CH:19][CH:20]=3)=[CH:3][CH:4]=2)[C:12](=[O:13])[CH:11]=1. The yield is 0.350. (3) The product is [Cl:1][C:2]1[CH:7]=[C:6]([C:8]2[C:17]3[C:12](=[CH:13][C:14]([S:18]([NH:47][C:44]4[CH:45]=[CH:46][O:42][N:43]=4)(=[O:19])=[O:20])=[CH:15][CH:16]=3)[CH:11]=[N:10][N:9]=2)[C:5]([O:33][CH3:34])=[CH:4][C:3]=1[C:35]1[CH:40]=[CH:39][CH:38]=[C:37]([F:41])[CH:36]=1. The yield is 0.680. The catalyst is C1COCC1. The reactants are [Cl:1][C:2]1[CH:7]=[C:6]([C:8]2[C:17]3[C:12](=[CH:13][C:14]([S:18](OC4C(F)=C(F)C(F)=C(F)C=4F)(=[O:20])=[O:19])=[CH:15][CH:16]=3)[CH:11]=[N:10][N:9]=2)[C:5]([O:33][CH3:34])=[CH:4][C:3]=1[C:35]1[CH:40]=[CH:39][CH:38]=[C:37]([F:41])[CH:36]=1.[O:42]1[CH:46]=[CH:45][C:44]([NH2:47])=[N:43]1.C[Si]([N-][Si](C)(C)C)(C)C.[Li+].